Task: Predict the reaction yield, written as a fraction of the theoretical maximum amount of product (1.0 means a 100% yield; for example, 0.34 means a 34% yield).. Dataset: Reaction yield outcomes from USPTO patents with 853,638 reactions (1) The reactants are [C:1]([O:5][C:6]([N:8]1[CH2:11][CH:10]([C:12]2[C:17](Br)=[CH:16][C:15]([F:19])=[CH:14][N:13]=2)[CH2:9]1)=[O:7])([CH3:4])([CH3:3])[CH3:2].[NH:20]1[CH2:25][CH2:24][CH:23]([CH2:26][OH:27])[CH2:22][CH2:21]1.CCN(CC)CC. The catalyst is CS(C)=O.O. The product is [C:1]([O:5][C:6]([N:8]1[CH2:11][CH:10]([C:12]2[C:17]([N:20]3[CH2:25][CH2:24][CH:23]([CH2:26][OH:27])[CH2:22][CH2:21]3)=[CH:16][C:15]([F:19])=[CH:14][N:13]=2)[CH2:9]1)=[O:7])([CH3:4])([CH3:3])[CH3:2]. The yield is 0.670. (2) The reactants are Cl[S:2]([C:5]1[CH:6]=[N:7][CH:8]=[C:9]([CH:14]=1)[C:10]([O:12][CH3:13])=[O:11])(=[O:4])=[O:3].[NH:15]1[CH2:20][CH2:19][O:18][CH2:17][CH2:16]1.C(=O)([O-])[O-].[K+].[K+]. The catalyst is C1COCC1. The product is [O:18]1[CH2:19][CH2:20][N:15]([S:2]([C:5]2[CH:6]=[N:7][CH:8]=[C:9]([CH:14]=2)[C:10]([O:12][CH3:13])=[O:11])(=[O:4])=[O:3])[CH2:16][CH2:17]1. The yield is 0.605. (3) The reactants are [Cl:1][C:2]1[CH:3]=[C:4]([C:12]([NH:14][C@@H:15]([CH2:21][C:22]2[CH:27]=[CH:26][C:25]([C:28]3[N:29]=[C:30]4[C:35]([CH3:36])=[CH:34][CH:33]=[CH:32][N:31]4[CH:37]=3)=[CH:24][CH:23]=2)[CH2:16][CH2:17][C:18]([OH:20])=O)=[O:13])[CH:5]=[CH:6][C:7]=1[O:8][CH:9]([CH3:11])[CH3:10].C([N:40](CC)CC)C.ClC(OCC)=O. The catalyst is C1COCC1. The product is [NH2:40][C:18](=[O:20])[CH2:17][CH2:16][C@@H:15]([NH:14][C:12](=[O:13])[C:4]1[CH:5]=[CH:6][C:7]([O:8][CH:9]([CH3:10])[CH3:11])=[C:2]([Cl:1])[CH:3]=1)[CH2:21][C:22]1[CH:23]=[CH:24][C:25]([C:28]2[N:29]=[C:30]3[C:35]([CH3:36])=[CH:34][CH:33]=[CH:32][N:31]3[CH:37]=2)=[CH:26][CH:27]=1. The yield is 0.900. (4) The reactants are [O:1]=[C:2]1[NH:7][C:6](=[S:8])[N:5]([CH2:9][C:10]2[CH:17]=[CH:16][C:15]([C:18]([F:21])([F:20])[F:19])=[CH:14][C:11]=2[CH:12]=O)[C:4]2[CH:22]=[CH:23][NH:24][C:3]1=2.Cl.[NH2:26]O.[OH-].[Na+]. The catalyst is CC(O)=O.[Zn]. The product is [NH2:26][CH2:12][C:11]1[CH:14]=[C:15]([C:18]([F:19])([F:21])[F:20])[CH:16]=[CH:17][C:10]=1[CH2:9][N:5]1[C:4]2[CH:22]=[CH:23][NH:24][C:3]=2[C:2](=[O:1])[NH:7][C:6]1=[S:8]. The yield is 0.360.